Predict the reactants needed to synthesize the given product. From a dataset of Full USPTO retrosynthesis dataset with 1.9M reactions from patents (1976-2016). (1) The reactants are: [F:1][C:2]([F:16])([F:15])[C:3]1[CH:8]=[CH:7][C:6]([C@:9]23[CH2:14][C@H:13]2[CH2:12][NH:11][CH2:10]3)=[CH:5][CH:4]=1.[Cl:17][CH2:18][CH2:19][CH2:20][N:21]1[CH:26]=[C:25]([C:27]2[S:28][CH:29]=[CH:30][CH:31]=2)[C:24](=[O:32])[NH:23][C:22]1=[O:33].[Na+].[I-].[NH4+].[Cl-]. Given the product [ClH:17].[S:28]1[CH:29]=[CH:30][CH:31]=[C:27]1[C:25]1[C:24](=[O:32])[NH:23][C:22](=[O:33])[N:21]([CH2:20][CH2:19][CH2:18][N:11]2[CH2:12][C@H:13]3[C@:9]([C:6]4[CH:5]=[CH:4][C:3]([C:2]([F:1])([F:15])[F:16])=[CH:8][CH:7]=4)([CH2:14]3)[CH2:10]2)[CH:26]=1, predict the reactants needed to synthesize it. (2) Given the product [C:1]([C:3]1[C:4]([C:17]2[CH:22]=[CH:21][C:20]([Cl:23])=[CH:19][C:18]=2[Cl:24])=[C:5]([N:49]([CH2:50][CH2:51][OH:52])[C:57]([NH2:46])=[O:56])[S:6][C:7]=1[N:8]1[CH2:9][CH2:10][O:11][CH2:12][CH2:13]1)#[N:2], predict the reactants needed to synthesize it. The reactants are: [C:1]([C:3]1[C:4]([C:17]2[CH:22]=[CH:21][C:20]([Cl:23])=[CH:19][C:18]=2[Cl:24])=[C:5](C(O)=O)[S:6][C:7]=1[N:8]1[CH2:13][CH2:12][O:11][CH2:10][CH2:9]1)#[N:2].C1(C)C=CC=CC=1.C1(P([N:46]=[N+]=[N-])(C2C=CC=CC=2)=O)C=CC=CC=1.[NH2:49][CH2:50][CH2:51][OH:52].C1[CH2:57][O:56]CC1.